The task is: Predict which catalyst facilitates the given reaction.. This data is from Catalyst prediction with 721,799 reactions and 888 catalyst types from USPTO. The catalyst class is: 133. Product: [N:15]([CH:24]([C:20]1([CH2:19][F:18])[CH2:23][O:22][CH2:21]1)[C:26]1[O:27][C:28]([CH3:31])=[CH:29][CH:30]=1)=[N+:16]=[N-:17]. Reactant: C1(P([N:15]=[N+:16]=[N-:17])(C2C=CC=CC=2)=O)C=CC=CC=1.[F:18][CH2:19][C:20]1([CH:24]([C:26]2[O:27][C:28]([CH3:31])=[CH:29][CH:30]=2)O)[CH2:23][O:22][CH2:21]1.N12CCCN=C1CCCCC2.O.